This data is from Peptide-MHC class II binding affinity with 134,281 pairs from IEDB. The task is: Regression. Given a peptide amino acid sequence and an MHC pseudo amino acid sequence, predict their binding affinity value. This is MHC class II binding data. (1) The peptide sequence is GARILTSESQLTITK. The MHC is DRB1_0901 with pseudo-sequence DRB1_0901. The binding affinity (normalized) is 0.289. (2) The peptide sequence is QGLRYFIMAYVNQAH. The MHC is DRB1_0101 with pseudo-sequence DRB1_0101. The binding affinity (normalized) is 1.00. (3) The peptide sequence is GRSEFAYGSFVRTVS. The MHC is DRB1_1201 with pseudo-sequence DRB1_1201. The binding affinity (normalized) is 0. (4) The peptide sequence is DSEEPLQGPFNFRFL. The MHC is DRB1_1101 with pseudo-sequence DRB1_1101. The binding affinity (normalized) is 0.197. (5) The peptide sequence is RQAEPSLYGRHNCRC. The MHC is DRB1_0901 with pseudo-sequence DRB1_0901. The binding affinity (normalized) is 0.0431. (6) The MHC is DRB1_0801 with pseudo-sequence DRB1_0801. The binding affinity (normalized) is 0.635. The peptide sequence is TKPSLFKVRNGGEIG. (7) The peptide sequence is EKKYFAAAQFEPLAA. The MHC is DRB1_0101 with pseudo-sequence DRB1_0101. The binding affinity (normalized) is 0.710. (8) The peptide sequence is EAEQLRAYLDGTGVE. The MHC is DRB1_1501 with pseudo-sequence DRB1_1501. The binding affinity (normalized) is 0.707.